Dataset: Forward reaction prediction with 1.9M reactions from USPTO patents (1976-2016). Task: Predict the product of the given reaction. (1) Given the reactants ClC(OCC)=O.C([N:14]1[CH2:19][CH2:18][C:17]2([CH2:23][C:22]3[CH:24]=[C:25]([F:28])[CH:26]=[CH:27][C:21]=3[O:20]2)[CH2:16][CH2:15]1)C1C=CC=CC=1, predict the reaction product. The product is: [F:28][C:25]1[CH:26]=[CH:27][C:21]2[O:20][C:17]3([CH2:16][CH2:15][NH:14][CH2:19][CH2:18]3)[CH2:23][C:22]=2[CH:24]=1. (2) Given the reactants [Si:1]([O:8][CH2:9][C:10]1[N:11]([CH3:22])[C:12]2[C:17]([CH:18]=1)=[C:16](Cl)[C:15]([CH:20]=[O:21])=[CH:14][CH:13]=2)([C:4]([CH3:7])([CH3:6])[CH3:5])([CH3:3])[CH3:2].[CH:23]([B-](F)(F)F)=[CH2:24].[K+].C([O-])([O-])=O.[K+].[K+].O1CCOCC1, predict the reaction product. The product is: [Si:1]([O:8][CH2:9][C:10]1[N:11]([CH3:22])[C:12]2[C:17]([CH:18]=1)=[C:16]([CH:23]=[CH2:24])[C:15]([CH:20]=[O:21])=[CH:14][CH:13]=2)([C:4]([CH3:7])([CH3:6])[CH3:5])([CH3:3])[CH3:2].